This data is from Full USPTO retrosynthesis dataset with 1.9M reactions from patents (1976-2016). The task is: Predict the reactants needed to synthesize the given product. (1) Given the product [CH3:1][CH2:2][C@@H:3]([C@@H:5]1[NH:34][C:32](=[O:33])[CH2:31][NH:30][C:28](=[O:29])[C@H:27]2[NH:35][C:36]([C@H:38]([C@H:58]([C@@H:60]([OH:63])[CH2:61][OH:62])[CH3:59])[NH:39][C:40]([C@H:42]3[N:46]([C:47]([C@H:49]([CH2:53][C:54]([NH2:56])=[O:55])[NH:50][C:51](=[O:52])[C@@H:13]([CH2:14][S+:15]([O-:64])[C:16]4[NH:24][C:23]5[CH:22]=[C:21]([OH:25])[CH:20]=[CH:19][C:18]=5[C:17]=4[CH2:26]2)[NH:12][C:10](=[O:11])[CH2:9][NH:8][C:6]1=[O:7])=[O:48])[CH2:45][C@H:44]([OH:57])[CH2:43]3)=[O:41])=[O:37])[CH3:4].[OH:74][N:75]=[C:76]([OH:81])[CH2:77][CH2:78][C:79](=[NH:88])[OH:80].[C:65]([OH:73])(=[O:72])[CH2:66][CH2:67][CH2:68][C:69]([OH:71])=[O:70], predict the reactants needed to synthesize it. The reactants are: [CH3:1][CH2:2][C@@H:3]([C@@H:5]1[NH:34][C:32](=[O:33])[CH2:31][NH:30][C:28](=[O:29])[C@H:27]2[NH:35][C:36]([C@H:38]([C@H:58]([C@@H:60]([OH:63])[CH2:61][OH:62])[CH3:59])[NH:39][C:40]([C@H:42]3[N:46]([C:47]([C@H:49]([CH2:53][C:54]([NH2:56])=[O:55])[NH:50][C:51](=[O:52])[C@@H:13]([CH2:14][S+:15]([O-:64])[C:16]4[NH:24][C:23]5[CH:22]=[C:21]([OH:25])[CH:20]=[CH:19][C:18]=5[C:17]=4[CH2:26]2)[NH:12][C:10](=[O:11])[CH2:9][NH:8][C:6]1=[O:7])=[O:48])[CH2:45][C@H:44]([OH:57])[CH2:43]3)=[O:41])=[O:37])[CH3:4].[C:65]([O-:73])(=[O:72])[CH2:66][CH2:67][CH2:68][C:69]([O-:71])=[O:70].[OH:74][N:75]1[C:79](=[O:80])[CH2:78][CH2:77][C:76]1=[O:81].C1([N:88]=C=NC2CCCCC2)CCCCC1. (2) Given the product [CH2:1]([O:3][C:4]([C@@H:6]1[CH2:10][CH2:9][CH2:8][C@@H:7]1[C:11]1[C:19]2[C:14](=[CH:15][CH:16]=[C:17]([C:20]#[N:21])[CH:18]=2)[NH:13][CH:12]=1)=[O:5])[CH3:2], predict the reactants needed to synthesize it. The reactants are: [CH2:1]([O:3][C:4]([C:6]1[CH2:10][CH2:9][CH2:8][C:7]=1[C:11]1[C:19]2[C:14](=[CH:15][CH:16]=[C:17]([C:20]#[N:21])[CH:18]=2)[NH:13][CH:12]=1)=[O:5])[CH3:2]. (3) The reactants are: F[C:2]1[C:7]([N+:8]([O-:10])=[O:9])=[CH:6][CH:5]=[CH:4][N:3]=1.CCN(CC)CC.[NH2:18][C@H:19]([C:21]([OH:23])=[O:22])[CH3:20]. Given the product [N+:8]([C:7]1[C:2]([NH:18][CH:19]([CH3:20])[C:21]([OH:23])=[O:22])=[N:3][CH:4]=[CH:5][CH:6]=1)([O-:10])=[O:9], predict the reactants needed to synthesize it. (4) Given the product [NH2:1][C:2]1[CH:23]=[CH:22][C:5]([O:6][C:7]2[CH:12]=[CH:11][N:10]=[C:9]([NH:13][CH3:14])[CH:8]=2)=[C:4]([F:24])[CH:3]=1, predict the reactants needed to synthesize it. The reactants are: [NH2:1][C:2]1[CH:23]=[CH:22][C:5]([O:6][C:7]2[CH:12]=[CH:11][N:10]=[C:9]([N:13](CC3C=CC=CC=3)[CH3:14])[CH:8]=2)=[C:4]([F:24])[CH:3]=1. (5) Given the product [F:18][C:16]([F:17])([F:19])[C:14]1[O:13][N:12]=[C:11]([C:8]2[CH:7]=[CH:6][C:5]([CH2:4][C:3]([OH:20])=[O:2])=[CH:10][CH:9]=2)[N:15]=1, predict the reactants needed to synthesize it. The reactants are: C[O:2][C:3](=[O:20])[CH2:4][C:5]1[CH:10]=[CH:9][C:8]([C:11]2[N:15]=[C:14]([C:16]([F:19])([F:18])[F:17])[O:13][N:12]=2)=[CH:7][CH:6]=1.Cl. (6) Given the product [N+:34]([C:31]1[CH:30]=[CH:29][C:28]([CH2:27][N:23]2[CH2:22][CH2:21][CH2:20][NH:19][CH2:18][CH2:17][CH2:16][NH:15][CH2:14][CH2:13][CH2:12][NH:11][CH2:26][CH2:25][CH2:24]2)=[CH:33][CH:32]=1)([O-:36])=[O:35], predict the reactants needed to synthesize it. The reactants are: S([N:11]1[CH2:26][CH2:25][CH2:24][N:23]([CH2:27][C:28]2[CH:33]=[CH:32][C:31]([N+:34]([O-:36])=[O:35])=[CH:30][CH:29]=2)[CH2:22][CH2:21][CH2:20][N:19](S(C2C=CC(C)=CC=2)(=O)=O)[CH2:18][CH2:17][CH2:16][N:15](S(C2C=CC(C)=CC=2)(=O)=O)[CH2:14][CH2:13][CH2:12]1)(C1C=CC(C)=CC=1)(=O)=O.O.[OH-].[Na+]. (7) Given the product [Cl:1][C:2]1[CH:3]=[C:4]2[C:9](=[CH:10][C:11]=1[N:12]1[CH2:17][C:16]3[C:18]([CH:22]4[CH2:24][CH2:23]4)=[N:19][CH:20]=[CH:21][C:15]=3[NH:14][C:13]1=[O:25])[O:8][CH:7]([C:26]1[C:31]([O:34][CH3:33])=[CH:30][CH:29]=[CH:28][N:27]=1)[CH2:6][CH2:5]2, predict the reactants needed to synthesize it. The reactants are: [Cl:1][C:2]1[CH:3]=[C:4]2[C:9](=[CH:10][C:11]=1[N:12]1[CH2:17][C:16]3[C:18]([CH:22]4[CH2:24][CH2:23]4)=[N:19][CH:20]=[CH:21][C:15]=3[NH:14][C:13]1=[O:25])[O:8][CH:7]([C:26]1[C:31](F)=[CH:30][CH:29]=[CH:28][N:27]=1)[CH2:6][CH2:5]2.[CH3:33][O-:34].[Na+].CO. (8) The reactants are: [NH2:1][C:2]1[C:11]2[N:12]=[C:13]([CH2:25][O:26][CH2:27][CH3:28])[N:14]([NH:15][CH2:16][CH2:17][CH2:18][NH:19][C:20]([NH:22][CH2:23][CH3:24])=[O:21])[C:10]=2[C:9]2[CH:8]=[CH:7][CH:6]=[CH:5][C:4]=2[N:3]=1.[OH-].[Na+]. Given the product [NH2:1][C:2]1[C:11]2[N:12]=[C:13]([CH2:25][O:26][CH2:27][CH3:28])[N:14]([NH:15][CH2:16][CH2:17][CH2:18][NH:19][C:20]([NH:22][CH2:23][CH3:24])=[O:21])[C:10]=2[C:9]2[CH2:8][CH2:7][CH2:6][CH2:5][C:4]=2[N:3]=1, predict the reactants needed to synthesize it.